Task: Predict the reactants needed to synthesize the given product.. Dataset: Full USPTO retrosynthesis dataset with 1.9M reactions from patents (1976-2016) (1) The reactants are: [CH:1]([N:4]([C:8]1[CH:13]=[CH:12][C:11]2[O:14][CH2:15][CH2:16][O:17][C:10]=2[CH:9]=1)[C:5]([NH2:7])=[O:6])([CH3:3])[CH3:2].[O:18]1[C:23]2[CH:24]=[CH:25][C:26]([CH:28]=O)=[CH:27][C:22]=2[O:21][CH2:20][CH2:19]1. Given the product [CH:1]([N:4]1[C:8]2[C:13](=[CH:12][C:11]3[O:14][CH2:15][CH2:16][O:17][C:10]=3[CH:9]=2)[CH:28]([C:26]2[CH:25]=[CH:24][C:23]3[O:18][CH2:19][CH2:20][O:21][C:22]=3[CH:27]=2)[NH:7][C:5]1=[O:6])([CH3:3])[CH3:2], predict the reactants needed to synthesize it. (2) Given the product [CH3:21][O:20][C:13]1[CH:12]=[CH:11][C:10]([CH2:9][OH:8])=[N:15][C:14]=1[CH:16]=[CH:17][O:18][CH3:19], predict the reactants needed to synthesize it. The reactants are: [Si]([O:8][CH2:9][C:10]1[N:15]=[C:14]([CH:16]=[CH:17][O:18][CH3:19])[C:13]([O:20][CH3:21])=[CH:12][CH:11]=1)(C(C)(C)C)(C)C.[F-].C([N+](CCCC)(CCCC)CCCC)CCC.